From a dataset of hERG potassium channel inhibition data for cardiac toxicity prediction from Karim et al.. Regression/Classification. Given a drug SMILES string, predict its toxicity properties. Task type varies by dataset: regression for continuous values (e.g., LD50, hERG inhibition percentage) or binary classification for toxic/non-toxic outcomes (e.g., AMES mutagenicity, cardiotoxicity, hepatotoxicity). Dataset: herg_karim. (1) The drug is Cc1noc(C)c1-c1[nH]c2ccccc2c1CCNCc1ccc(/C=C/C(=O)NO)cc1. The result is 0 (non-blocker). (2) The compound is CC(C)(O)c1ccc(C(Cc2cc[n+]([O-])cc2)c2ccc(OC(F)F)c(OC3CCC3)c2)cn1. The result is 0 (non-blocker). (3) The drug is CC(=O)c1cccc(-c2ccc([C@H]3CN(C)C[C@@H]3NS(=O)(=O)C(C)C)cc2)c1. The result is 1 (blocker). (4) The drug is CS(=O)(=O)c1ccc(-c2noc(C(CC3CC3)C(N)C(=O)N3CCC(F)C3)n2)c(F)c1. The result is 0 (non-blocker). (5) The compound is CN(C)c1ccc(C(=C2C=CC(=[N+](C)C)C=C2)c2ccccc2)cc1. The result is 1 (blocker). (6) The drug is N[C@H](C(=O)N1CC[C@H](F)C1)[C@H]1CC[C@@H](NC(=O)c2ccc(F)c(F)c2)CC1. The result is 0 (non-blocker).